Regression/Classification. Given a drug SMILES string, predict its absorption, distribution, metabolism, or excretion properties. Task type varies by dataset: regression for continuous measurements (e.g., permeability, clearance, half-life) or binary classification for categorical outcomes (e.g., BBB penetration, CYP inhibition). Dataset: bioavailability_ma. From a dataset of Oral bioavailability binary classification data from Ma et al.. (1) The molecule is COc1cccc([C@@]2(O)CCCC[C@@H]2CN(C)C)c1. The result is 1 (high bioavailability). (2) The molecule is CC(C)n1c(/C=C/[C@H](O)C[C@H](O)CC(=O)O)c(-c2ccc(F)cc2)c2ccccc21. The result is 1 (high bioavailability). (3) The molecule is CC1=NS(=O)(=O)c2cc(Cl)ccc2N1. The result is 1 (high bioavailability). (4) The molecule is CC(C)(Oc1ccc(C2CC2(Cl)Cl)cc1)C(=O)O. The result is 1 (high bioavailability). (5) The compound is N/N=c1/cc2c(n[nH]1)CCN(C(=O)c1ccccc1)C2. The result is 1 (high bioavailability). (6) The drug is CCN(CC)C(=O)C1(c2ccccc2)CC1CN. The result is 1 (high bioavailability). (7) The compound is CN(C)CC(Oc1ccccc1)Oc1ccccc1. The result is 1 (high bioavailability).